This data is from Full USPTO retrosynthesis dataset with 1.9M reactions from patents (1976-2016). The task is: Predict the reactants needed to synthesize the given product. (1) Given the product [C:23]([C:27]1[CH:28]=[CH:29][C:30]([O:31][CH2:32][C:33]([NH:8][CH2:9][C:10]2[CH:11]=[CH:12][C:13]([NH:16][S:17]([CH3:20])(=[O:18])=[O:19])=[C:14]([O:4][CH3:3])[CH:15]=2)=[O:35])=[CH:36][CH:37]=1)([CH3:24])([CH3:25])[CH3:26], predict the reactants needed to synthesize it. The reactants are: FC(F)(F)[C:3](O)=[O:4].[NH2:8][CH2:9][C:10]1[CH:15]=[CH:14][C:13]([NH:16][S:17]([CH3:20])(=[O:19])=[O:18])=[CH:12][C:11]=1OC.[C:23]([C:27]1[CH:37]=[CH:36][C:30]([O:31][CH2:32][C:33]([OH:35])=O)=[CH:29][CH:28]=1)([CH3:26])([CH3:25])[CH3:24].Cl.C(N=C=NCCCN(C)C)C.C(N(CC)CC)C. (2) The reactants are: [C:1]([CH2:3][C:4]([N:6]1[CH2:10]C[CH:8]([CH2:11][NH:12][C:13]2[N:18]3[CH:19]=[CH:20][N:21]=[C:17]3[C:16]([C:22]([NH2:24])=[O:23])=[C:15]([NH:25][C:26]3[CH:31]=[C:30]([O:32][CH3:33])[CH:29]=[C:28]([O:34][CH3:35])[CH:27]=3)[N:14]=2)[CH2:7]1)=[O:5])#[N:2].[CH:36]1([CH:39]=O)[CH2:38][CH2:37]1.C(O)(=O)C.N1CCCCC1. Given the product [C:1]([C:3](=[CH:39][CH:36]1[CH2:37][CH2:38]1)[C:4]([N:6]1[CH2:7][CH:8]([CH2:11][NH:12][C:13]2[N:18]3[CH:19]=[CH:20][N:21]=[C:17]3[C:16]([C:22]([NH2:24])=[O:23])=[C:15]([NH:25][C:26]3[CH:31]=[C:30]([O:32][CH3:33])[CH:29]=[C:28]([O:34][CH3:35])[CH:27]=3)[N:14]=2)[CH2:10]1)=[O:5])#[N:2], predict the reactants needed to synthesize it. (3) Given the product [Cl:29][C:25]1[CH:24]=[C:23]([CH:22]([NH:30][C:31](=[O:32])[O:33][C:34]([CH3:37])([CH3:36])[CH3:35])[CH2:21][CH2:20][I:38])[CH:28]=[CH:27][CH:26]=1, predict the reactants needed to synthesize it. The reactants are: CCN(C(C)C)C(C)C.CS(Cl)(=O)=O.CS(O[CH2:20][CH2:21][CH:22]([NH:30][C:31]([O:33][C:34]([CH3:37])([CH3:36])[CH3:35])=[O:32])[C:23]1[CH:28]=[CH:27][CH:26]=[C:25]([Cl:29])[CH:24]=1)(=O)=O.[I-:38].[Na+]. (4) Given the product [CH:38]([Si:31]([CH:32]([CH3:34])[CH3:33])([CH:35]([CH3:37])[CH3:36])[O:30][C@H:27]1[CH2:28][CH2:29][N:25]([C:22]2[N:20]3[CH:21]=[C:16]([O:12][C@H:5]4[C:6]5[C:11](=[CH:10][CH:9]=[CH:8][CH:7]=5)[C@@H:2]([NH2:1])[CH2:3][CH2:4]4)[CH:17]=[CH:18][C:19]3=[N:24][N:23]=2)[CH2:26]1)([CH3:40])[CH3:39], predict the reactants needed to synthesize it. The reactants are: [NH2:1][C@@H:2]1[C:11]2[C:6](=[CH:7][CH:8]=[CH:9][CH:10]=2)[C@H:5]([OH:12])[CH2:4][CH2:3]1.[H-].[Na+].F[C:16]1[CH:17]=[CH:18][C:19]2[N:20]([C:22]([N:25]3[CH2:29][CH2:28][C@H:27]([O:30][Si:31]([CH:38]([CH3:40])[CH3:39])([CH:35]([CH3:37])[CH3:36])[CH:32]([CH3:34])[CH3:33])[CH2:26]3)=[N:23][N:24]=2)[CH:21]=1.N. (5) Given the product [Cl:9][C:4]1[CH:3]=[C:2]([C:22]2([OH:25])[CH2:23][CH2:24][N:20]([C:13]([O:15][C:16]([CH3:18])([CH3:17])[CH3:19])=[O:14])[CH2:21]2)[CH:7]=[CH:6][C:5]=1[F:8], predict the reactants needed to synthesize it. The reactants are: Br[C:2]1[CH:7]=[CH:6][C:5]([F:8])=[C:4]([Cl:9])[CH:3]=1.[Mg].II.[C:13]([N:20]1[CH2:24][CH2:23][C:22](=[O:25])[CH2:21]1)([O:15][C:16]([CH3:19])([CH3:18])[CH3:17])=[O:14]. (6) Given the product [CH3:1][N:2]1[CH2:6][CH2:5][CH:4]([N:7]2[C:16]3[C:11](=[CH:12][C:13]([NH:17][C:24]([C:20]4[S:19][CH:23]=[CH:22][CH:21]=4)=[NH:25])=[CH:14][CH:15]=3)[CH2:10][CH2:9][CH2:8]2)[CH2:3]1, predict the reactants needed to synthesize it. The reactants are: [CH3:1][N:2]1[CH2:6][CH2:5][CH:4]([N:7]2[C:16]3[C:11](=[CH:12][C:13]([NH2:17])=[CH:14][CH:15]=3)[CH2:10][CH2:9][CH2:8]2)[CH2:3]1.I.[S:19]1[CH:23]=[CH:22][CH:21]=[C:20]1[C:24](SC)=[NH:25].N.C1(N)C(F)=C(F)C(F)=C(N)C=1F.Cl.Cl. (7) Given the product [NH2:1][C:2]1[N:7]=[CH:6][C:5]([C:8]2[CH:17]=[CH:16][C:11]([C:12]([OH:30])=[O:13])=[CH:10][CH:9]=2)=[CH:4][C:3]=1[C:18]1[N:19]=[CH:20][C:21]2[C:26]([CH:27]=1)=[C:25]([Cl:28])[CH:24]=[CH:23][C:22]=2[O:33][CH3:32], predict the reactants needed to synthesize it. The reactants are: [NH2:1][C:2]1[N:7]=[CH:6][C:5]([C:8]2[CH:17]=[CH:16][C:11]([C:12](OC)=[O:13])=[CH:10][CH:9]=2)=[CH:4][C:3]=1[C:18]1[N:19]=[CH:20][C:21]2[C:26]([CH:27]=1)=[C:25]([Cl:28])[CH:24]=[CH:23][C:22]=2F.[OH-:30].[Na+].[CH3:32][OH:33].